Dataset: Reaction yield outcomes from USPTO patents with 853,638 reactions. Task: Predict the reaction yield, written as a fraction of the theoretical maximum amount of product (1.0 means a 100% yield; for example, 0.34 means a 34% yield). (1) The reactants are [Cl:1][C:2]1[CH:7]=[CH:6][C:5]([C:8]2([OH:14])[CH2:13][CH2:12][NH:11][CH2:10][CH2:9]2)=[CH:4][C:3]=1[N+:15]([O-:17])=[O:16].N1C(C)=CC=CC=1C.[I-].[K+].Br[CH2:29][CH2:30][CH:31]=[C:32]1[C:38]2[CH:39]=[CH:40][CH:41]=[N:42][C:37]=2[CH2:36][O:35][C:34]2[CH:43]=[CH:44][C:45]([C:47]([OH:50])([CH3:49])[CH3:48])=[CH:46][C:33]1=2. The catalyst is C(O)(C)C. The product is [Cl:1][C:2]1[CH:7]=[CH:6][C:5]([C:8]2([OH:14])[CH2:13][CH2:12][N:11]([CH2:29][CH2:30][CH:31]=[C:32]3[C:38]4[CH:39]=[CH:40][CH:41]=[N:42][C:37]=4[CH2:36][O:35][C:34]4[CH:43]=[CH:44][C:45]([C:47]([OH:50])([CH3:49])[CH3:48])=[CH:46][C:33]3=4)[CH2:10][CH2:9]2)=[CH:4][C:3]=1[N+:15]([O-:17])=[O:16]. The yield is 0.300. (2) The reactants are C([O:3][C:4](=O)[CH:5]=[CH:6][CH2:7][CH2:8][C@H:9]1[CH2:14][CH2:13][C@H:12]([N:15]([C:17]([O:19][C:20]([CH3:23])([CH3:22])[CH3:21])=[O:18])[CH3:16])[CH2:11][CH2:10]1)C.[H-].[H-].[H-].[H-].[Li+].[Al+3]. The catalyst is CO.C1COCC1.[Pd]. The product is [C:20]([O:19][C:17](=[O:18])[N:15]([C@H:12]1[CH2:11][CH2:10][C@H:9]([CH2:8][CH2:7][CH2:6][CH2:5][CH2:4][OH:3])[CH2:14][CH2:13]1)[CH3:16])([CH3:21])([CH3:23])[CH3:22]. The yield is 0.970.